This data is from Catalyst prediction with 721,799 reactions and 888 catalyst types from USPTO. The task is: Predict which catalyst facilitates the given reaction. Reactant: [Cl:1][C:2]1[CH:7]=[C:6]([Cl:8])[CH:5]=[CH:4][C:3]=1[NH:9][C:10]1[N:15]=[C:14]([C:16]([F:19])([F:18])[F:17])[C:13]([C:20](O)=[O:21])=[CH:12][N:11]=1.[CH3:23]N1CCOCC1.ClC(OCC(C)C)=O. Product: [CH3:23][CH2:16][CH2:14][CH:13]([CH3:12])[CH3:20].[Cl:1][C:2]1[CH:7]=[C:6]([Cl:8])[CH:5]=[CH:4][C:3]=1[NH:9][C:10]1[N:15]=[C:14]([C:16]([F:19])([F:17])[F:18])[C:13]([CH2:20][OH:21])=[CH:12][N:11]=1. The catalyst class is: 57.